From a dataset of Forward reaction prediction with 1.9M reactions from USPTO patents (1976-2016). Predict the product of the given reaction. (1) Given the reactants Cl[C:2]1[N:3]=[C:4]([N:23]2[CH2:28][CH2:27][O:26][CH2:25][CH2:24]2)[C:5]2[N:11]=[C:10]([CH2:12][N:13]3[CH2:18][CH2:17][CH:16]([C:19]([OH:22])([CH3:21])[CH3:20])[CH2:15][CH2:14]3)[CH:9]=[CH:8][C:6]=2[N:7]=1.[CH3:29][C:30]1[N:35]=[C:34]([NH2:36])[CH:33]=[CH:32][C:31]=1B1OC(C)(C)C(C)(C)O1, predict the reaction product. The product is: [NH2:36][C:34]1[N:35]=[C:30]([CH3:29])[C:31]([C:2]2[N:3]=[C:4]([N:23]3[CH2:28][CH2:27][O:26][CH2:25][CH2:24]3)[C:5]3[N:11]=[C:10]([CH2:12][N:13]4[CH2:18][CH2:17][CH:16]([C:19]([OH:22])([CH3:21])[CH3:20])[CH2:15][CH2:14]4)[CH:9]=[CH:8][C:6]=3[N:7]=2)=[CH:32][CH:33]=1. (2) Given the reactants [Cl:1][C:2]1[CH:3]=[CH:4][C:5]([NH:8][C:9](=[O:32])[C:10]2[CH:15]=[CH:14][CH:13]=[CH:12][C:11]=2[NH:16][C:17]([CH:19]2[CH2:24][CH2:23][N:22](C(OC(C)(C)C)=O)[CH2:21][CH2:20]2)=[O:18])=[N:6][CH:7]=1.[F:33][C:34]([F:39])([F:38])[C:35]([OH:37])=[O:36], predict the reaction product. The product is: [F:33][C:34]([F:39])([F:38])[C:35]([OH:37])=[O:36].[Cl:1][C:2]1[CH:3]=[CH:4][C:5]([NH:8][C:9](=[O:32])[C:10]2[CH:15]=[CH:14][CH:13]=[CH:12][C:11]=2[NH:16][C:17]([CH:19]2[CH2:24][CH2:23][NH:22][CH2:21][CH2:20]2)=[O:18])=[N:6][CH:7]=1. (3) Given the reactants [C:1]([C:5]1[N:6]=[C:7](Cl)[C:8]2[CH:14]=[C:13]([C:15]3[CH:20]=[CH:19][C:18]([Cl:21])=[CH:17][CH:16]=3)[C:12]([C:22]3[CH:27]=[CH:26][CH:25]=[CH:24][C:23]=3[Cl:28])=[N:11][C:9]=2[N:10]=1)([CH3:4])([CH3:3])[CH3:2].[CH:30]([NH2:33])([CH3:32])[CH3:31], predict the reaction product. The product is: [C:1]([C:5]1[N:6]=[C:7]([NH:33][CH:30]([CH3:32])[CH3:31])[C:8]2[CH:14]=[C:13]([C:15]3[CH:20]=[CH:19][C:18]([Cl:21])=[CH:17][CH:16]=3)[C:12]([C:22]3[CH:27]=[CH:26][CH:25]=[CH:24][C:23]=3[Cl:28])=[N:11][C:9]=2[N:10]=1)([CH3:3])([CH3:4])[CH3:2].